Dataset: Catalyst prediction with 721,799 reactions and 888 catalyst types from USPTO. Task: Predict which catalyst facilitates the given reaction. (1) The catalyst class is: 4. Product: [CH:2]([C:3]1([C:7]([O:9][CH2:10][CH3:11])=[O:8])[CH2:6][CH2:5][CH2:4]1)=[O:1]. Reactant: [OH:1][CH2:2][C:3]1([C:7]([O:9][CH2:10][CH3:11])=[O:8])[CH2:6][CH2:5][CH2:4]1.[Cr](Cl)([O-])(=O)=O.[NH+]1C=CC=CC=1. (2) Reactant: [C:1]([O:5][C:6]([NH:8][CH:9]([C:14]1[CH:19]=[CH:18][C:17]([O:20][C:21]([F:24])([F:23])[F:22])=[CH:16][CH:15]=1)[CH2:10][C:11](O)=[O:12])=[O:7])([CH3:4])([CH3:3])[CH3:2].O.ON1C2C=CC=CC=2N=N1.Cl.[CH3:37][N:38](C)[CH2:39]CCN=C=NCC.CNC. Product: [C:1]([O:5][C:6](=[O:7])[NH:8][CH:9]([C:14]1[CH:19]=[CH:18][C:17]([O:20][C:21]([F:24])([F:23])[F:22])=[CH:16][CH:15]=1)[CH2:10][C:11]([N:38]([CH3:39])[CH3:37])=[O:12])([CH3:4])([CH3:3])[CH3:2]. The catalyst class is: 681. (3) Reactant: [NH2:1][C:2]1[N:7]=[C:6]([C:8]2[N:12]3[CH:13]=[CH:14][C:15]([C:17]([CH3:21])([CH3:20])[C:18]#[N:19])=[CH:16][C:11]3=[N:10][C:9]=2[C:22]2[CH:27]=[CH:26][C:25]([F:28])=[CH:24][CH:23]=2)[CH:5]=[CH:4][N:3]=1.[H-].[Al+3].[Li+].[H-].[H-].[H-]. Product: [NH2:19][CH2:18][C:17]([C:15]1[CH:14]=[CH:13][N:12]2[C:8]([C:6]3[CH:5]=[CH:4][N:3]=[C:2]([NH2:1])[N:7]=3)=[C:9]([C:22]3[CH:23]=[CH:24][C:25]([F:28])=[CH:26][CH:27]=3)[N:10]=[C:11]2[CH:16]=1)([CH3:20])[CH3:21]. The catalyst class is: 1. (4) Reactant: [CH3:1][O:2][C:3](=[O:48])[C@H:4]([CH2:44][CH2:45][S:46][CH3:47])[NH:5][C:6](=[O:43])[C:7]1[CH:12]=[CH:11][C:10]([C:13](=[O:36])[C@H:14]([CH2:30][C:31]2[N:35]=[CH:34][NH:33][CH:32]=2)[N:15](C(OC(C)(C)C)=O)C(OC(C)(C)C)=O)=[CH:9][C:8]=1[C:37]1[CH:42]=[CH:41][CH:40]=[CH:39][CH:38]=1.C(OCC)C. Product: [CH3:1][O:2][C:3](=[O:48])[C@H:4]([CH2:44][CH2:45][S:46][CH3:47])[NH:5][C:6](=[O:43])[C:7]1[CH:12]=[CH:11][C:10]([C:13](=[O:36])[C@H:14]([CH2:30][C:31]2[N:35]=[CH:34][NH:33][CH:32]=2)[NH2:15])=[CH:9][C:8]=1[C:37]1[CH:38]=[CH:39][CH:40]=[CH:41][CH:42]=1. The catalyst class is: 89. (5) Reactant: [Br:1][C:2]1[C:10]2[C:5](=[N:6][C:7](F)=[CH:8][CH:9]=2)[N:4]([CH:12]2[CH2:14][CH2:13]2)[CH:3]=1.[N:15]1[CH:20]=[CH:19][CH:18]=[CH:17][C:16]=1[CH2:21][OH:22].[H-].[Na+]. Product: [Br:1][C:2]1[C:10]2[C:5](=[N:6][C:7]([O:22][CH2:21][C:16]3[CH:17]=[CH:18][CH:19]=[CH:20][N:15]=3)=[CH:8][CH:9]=2)[N:4]([CH:12]2[CH2:14][CH2:13]2)[CH:3]=1. The catalyst class is: 376. (6) Reactant: [CH2:1]([O:8][N:9]1[C:15](=[O:16])[N:14]2[CH2:17][C@H:10]1[CH2:11][CH2:12][C@H:13]2[C:18]([OH:20])=O)[C:2]1[CH:7]=[CH:6][CH:5]=[CH:4][CH:3]=1.[CH3:21][N:22]([C:24](=[O:27])[CH2:25][CH3:26])[NH2:23].ON1C2C=CC=CC=2N=N1.Cl.C(N=C=NCCCN(C)C)C. Product: [CH2:1]([O:8][N:9]1[C:15](=[O:16])[N:14]2[CH2:17][C@@H:10]1[CH2:11][CH2:12][C@@H:13]2[C:18]([NH:23][N:22]([CH3:21])[C:24](=[O:27])[CH2:25][CH3:26])=[O:20])[C:2]1[CH:3]=[CH:4][CH:5]=[CH:6][CH:7]=1. The catalyst class is: 172. (7) Reactant: C(O[C:6](=O)[NH:7][CH2:8][C:9]#[C:10][C:11]1[S:36][C:14]2[N:15]=[CH:16][N:17]=[C:18]([NH:19][C:20]3[CH:25]=[CH:24][C:23]([O:26][CH2:27][C:28]4[CH:33]=[CH:32][CH:31]=[C:30]([F:34])[CH:29]=4)=[C:22]([Cl:35])[CH:21]=3)[C:13]=2[CH:12]=1)(C)(C)C.[OH-].[Na+]. Product: [Cl:35][C:22]1[CH:21]=[C:20]([NH:19][C:18]2[C:13]3[CH:12]=[C:11]([C:10]#[C:9][CH2:8][NH:7][CH3:6])[S:36][C:14]=3[N:15]=[CH:16][N:17]=2)[CH:25]=[CH:24][C:23]=1[O:26][CH2:27][C:28]1[CH:33]=[CH:32][CH:31]=[C:30]([F:34])[CH:29]=1. The catalyst class is: 330. (8) Reactant: [CH2:1]([N:8]1[CH2:13][C:12](=O)[N:11]2[CH2:15][CH2:16][CH2:17][CH2:18][CH:10]2[C:9]1=O)[C:2]1[CH:7]=[CH:6][CH:5]=[CH:4][CH:3]=1.O.[OH-].[Na+]. Product: [CH2:1]([N:8]1[CH2:13][CH2:12][N:11]2[CH2:15][CH2:16][CH2:17][CH2:18][CH:10]2[CH2:9]1)[C:2]1[CH:7]=[CH:6][CH:5]=[CH:4][CH:3]=1. The catalyst class is: 1.